Dataset: Orexin1 receptor HTS with 218,158 compounds and 233 confirmed actives. Task: Binary Classification. Given a drug SMILES string, predict its activity (active/inactive) in a high-throughput screening assay against a specified biological target. (1) The result is 0 (inactive). The drug is FC(F)(F)c1n2ncc(C(=O)NC3CCCC3)c2nc(c1)c1cc2OCOc2cc1. (2) The compound is S(c1c2ncccc2ccc1)CC(=O)N\N=C\c1ccncc1. The result is 0 (inactive). (3) The compound is Clc1cc(C(=O)c2cn(nc2)C(=O)Cc2sc(nc2)C)c(O)cc1. The result is 0 (inactive). (4) The compound is O(C1=CC(=O)/C(=c2\[nH][nH]cc2c2ccc(OC)cc2)C=C1)CC(C)=C. The result is 0 (inactive). (5) The drug is Brc1ccc(CC(=O)NCc2ccccc2)cc1. The result is 0 (inactive).